This data is from Forward reaction prediction with 1.9M reactions from USPTO patents (1976-2016). The task is: Predict the product of the given reaction. (1) Given the reactants Cl.[C:2]([OH:8])(=[O:7])[CH2:3][CH2:4][C:5]#[CH:6], predict the reaction product. The product is: [CH2:2]([O:7][C:2](=[O:8])[CH2:3][CH2:4][C:5]#[CH:6])[CH2:3][CH2:4][CH3:5]. (2) Given the reactants [CH3:1][O:2][C:3]1[CH:4]=[C:5]([C:11]2[N:16]=[CH:15][C:14]3[C:17]([C:26]4[CH:27]=[N:28][N:29]([CH3:31])[CH:30]=4)=[N:18][N:19](C4CCCCO4)[C:13]=3[CH:12]=2)[CH:6]=[C:7]([O:9][CH3:10])[CH:8]=1.S(Cl)([Cl:35])(=O)=O.[ClH:37].C(Cl)(=O)C, predict the reaction product. The product is: [Cl:37][C:4]1[C:3]([O:2][CH3:1])=[CH:8][C:7]([O:9][CH3:10])=[C:6]([Cl:35])[C:5]=1[C:11]1[N:16]=[CH:15][C:14]2[C:17]([C:26]3[CH:27]=[N:28][N:29]([CH3:31])[CH:30]=3)=[N:18][NH:19][C:13]=2[CH:12]=1. (3) Given the reactants [NH2:1][C:2]1[CH:3]=[CH:4][C:5]([F:18])=[C:6]([C@:8]2([CH3:17])[C:13]([F:15])([F:14])[CH2:12][O:11][C:10]([NH2:16])=[N:9]2)[CH:7]=1.[Cl:19][C:20]1[C:21]([C:27](O)=[O:28])=[N:22][CH:23]=[C:24]([F:26])[CH:25]=1, predict the reaction product. The product is: [NH2:16][C:10]1[O:11][CH2:12][C:13]([F:14])([F:15])[C@:8]([C:6]2[CH:7]=[C:2]([NH:1][C:27]([C:21]3[C:20]([Cl:19])=[CH:25][C:24]([F:26])=[CH:23][N:22]=3)=[O:28])[CH:3]=[CH:4][C:5]=2[F:18])([CH3:17])[N:9]=1. (4) Given the reactants [CH2:1]([O:3][C:4](=[O:17])[C:5]([O:8][C:9]1[CH:14]=[CH:13][C:12]([CH2:15][NH2:16])=[CH:11][CH:10]=1)([CH3:7])[CH3:6])[CH3:2].[CH3:18][C:19]1[N:27]=[C:26]([C:28]2[CH:33]=[CH:32][C:31]([C:34]([F:37])([F:36])[F:35])=[CH:30][CH:29]=2)[CH:25]=[CH:24][C:20]=1[C:21](O)=[O:22].COC(=O)C1C=CC(C2C=CC(C(F)(F)F)=CC=2)=NC=1C, predict the reaction product. The product is: [CH2:1]([O:3][C:4](=[O:17])[C:5]([CH3:7])([O:8][C:9]1[CH:10]=[CH:11][C:12]([CH2:15][NH:16][C:21]([C:20]2[C:19]([CH3:18])=[N:27][C:26]([C:28]3[CH:33]=[CH:32][C:31]([C:34]([F:37])([F:35])[F:36])=[CH:30][CH:29]=3)=[CH:25][CH:24]=2)=[O:22])=[CH:13][CH:14]=1)[CH3:6])[CH3:2].